This data is from Reaction yield outcomes from USPTO patents with 853,638 reactions. The task is: Predict the reaction yield, written as a fraction of the theoretical maximum amount of product (1.0 means a 100% yield; for example, 0.34 means a 34% yield). The reactants are CC1(C)C(C)(C)OB([C:9]2[CH:10]=[CH:11][C:12]3[C:41]4[C:17](=[C:18]5[C:38](=[CH:39][CH:40]=4)[C:22]4[N:23]=[C:24]([C@@H:26]6[CH2:30][CH2:29][CH2:28][N:27]6[C:31]([O:33][C:34]([CH3:37])([CH3:36])[CH3:35])=[O:32])[NH:25][C:21]=4[CH:20]=[CH:19]5)[O:16][CH2:15][C:13]=3[CH:14]=2)O1.Br[C:44]1[NH:48][C:47]([C@@H:49]2[CH2:53][CH2:52][CH2:51][N:50]2[C:54](=[O:64])[C@@H:55]([NH:59][C:60](=[O:63])[O:61][CH3:62])[CH:56]([CH3:58])[CH3:57])=[N:46][CH:45]=1.C(=O)([O-])[O-].[K+].[K+].C(COC)OC. The catalyst is C1C=CC([P]([Pd]([P](C2C=CC=CC=2)(C2C=CC=CC=2)C2C=CC=CC=2)([P](C2C=CC=CC=2)(C2C=CC=CC=2)C2C=CC=CC=2)[P](C2C=CC=CC=2)(C2C=CC=CC=2)C2C=CC=CC=2)(C2C=CC=CC=2)C2C=CC=CC=2)=CC=1.C1C=CC(P(C2C=CC=CC=2)[C-]2C=CC=C2)=CC=1.C1C=CC(P(C2C=CC=CC=2)[C-]2C=CC=C2)=CC=1.Cl[Pd]Cl.[Fe+2].CN(C)C=O. The product is [CH3:62][O:61][C:60]([NH:59][C@H:55]([C:54]([N:50]1[CH2:51][CH2:52][CH2:53][C@@H:49]1[C:47]1[NH:48][C:44]([C:9]2[CH:10]=[CH:11][C:12]3[C:41]4[C:17](=[C:18]5[C:38](=[CH:39][CH:40]=4)[C:22]4[N:23]=[C:24]([C@@H:26]6[CH2:30][CH2:29][CH2:28][N:27]6[C:31]([O:33][C:34]([CH3:37])([CH3:36])[CH3:35])=[O:32])[NH:25][C:21]=4[CH:20]=[CH:19]5)[O:16][CH2:15][C:13]=3[CH:14]=2)=[CH:45][N:46]=1)=[O:64])[CH:56]([CH3:58])[CH3:57])=[O:63]. The yield is 0.460.